This data is from Forward reaction prediction with 1.9M reactions from USPTO patents (1976-2016). The task is: Predict the product of the given reaction. (1) Given the reactants [Cl:1][C:2]1[CH:3]=[C:4]2[N:10]([S:11]([C:14]3[CH:20]=[CH:19][C:17]([CH3:18])=[CH:16][CH:15]=3)(=[O:13])=[O:12])[CH:9]=[CH:8][C:5]2=[N:6][CH:7]=1.ClC1C=CC=C(C(OO)=[O:29])C=1, predict the reaction product. The product is: [Cl:1][C:2]1[CH:3]=[C:4]2[N:10]([S:11]([C:14]3[CH:20]=[CH:19][C:17]([CH3:18])=[CH:16][CH:15]=3)(=[O:13])=[O:12])[CH:9]=[CH:8][C:5]2=[N+:6]([O-:29])[CH:7]=1. (2) Given the reactants [F:1][C:2]1[CH:9]=[CH:8][C:7]([F:10])=[CH:6][C:3]=1[CH:4]=O.[CH:11]([NH2:13])=[O:12].Cl[Si](C)(C)C.[C:19]1([CH3:28])[CH:24]=[CH:23][C:22]([S:25]([OH:27])=[O:26])=[CH:21][CH:20]=1, predict the reaction product. The product is: [F:1][C:2]1[CH:9]=[CH:8][C:7]([F:10])=[CH:6][C:3]=1[CH:4]([S:25]([C:22]1[CH:23]=[CH:24][C:19]([CH3:28])=[CH:20][CH:21]=1)(=[O:27])=[O:26])[NH:13][CH:11]=[O:12]. (3) Given the reactants [CH2:1]([O:8][C:9]1[CH:10]=[C:11]2[C:16](=[CH:17][CH:18]=1)[C:15](=[O:19])[N:14]([CH2:20][CH:21]([CH3:23])[CH3:22])[C:13]([CH2:24]Cl)=[C:12]2[C:26]1[CH:31]=[CH:30][CH:29]=[CH:28][CH:27]=1)[C:2]1[CH:7]=[CH:6][CH:5]=[CH:4][CH:3]=1.[C:32]1(=[O:42])[NH:36][C:35](=[O:37])[C:34]2=[CH:38][CH:39]=[CH:40][CH:41]=[C:33]12.[K].O, predict the reaction product. The product is: [CH2:1]([O:8][C:9]1[CH:10]=[C:11]2[C:16](=[CH:17][CH:18]=1)[C:15](=[O:19])[N:14]([CH2:20][CH:21]([CH3:23])[CH3:22])[C:13]([CH2:24][N:36]1[C:32](=[O:42])[C:33]3[C:34](=[CH:38][CH:39]=[CH:40][CH:41]=3)[C:35]1=[O:37])=[C:12]2[C:26]1[CH:31]=[CH:30][CH:29]=[CH:28][CH:27]=1)[C:2]1[CH:7]=[CH:6][CH:5]=[CH:4][CH:3]=1. (4) Given the reactants C(=O)([O-])[O-].[K+].[K+].CN(C)C=O.[CH:12]1[C:17]([N+:18]([O-:20])=[O:19])=[CH:16][CH:15]=[C:14]([OH:21])[CH:13]=1.Br[CH2:23][CH:24]=[CH2:25], predict the reaction product. The product is: [N+:18]([C:17]1[CH:16]=[CH:15][C:14]([O:21][CH2:25][CH:24]=[CH2:23])=[CH:13][CH:12]=1)([O-:20])=[O:19]. (5) Given the reactants [CH:1]([C:4]1[CH:9]=[CH:8][C:7]([NH:10][NH2:11])=[CH:6][CH:5]=1)([CH3:3])[CH3:2].[Cl:12][C:13]1[CH:18]=[CH:17][C:16]([S:19]([N:22]2[CH:27]3[CH2:28][CH2:29][CH2:30][CH:23]2[C:24](=[CH:32]O)[C:25](=O)[CH2:26]3)(=[O:21])=[O:20])=[CH:15][CH:14]=1, predict the reaction product. The product is: [Cl:12][C:13]1[CH:14]=[CH:15][C:16]([S:19]([N:22]2[CH:27]3[CH2:28][CH2:29][CH2:30][CH:23]2[C:24]2[CH:32]=[N:11][N:10]([C:7]4[CH:8]=[CH:9][C:4]([CH:1]([CH3:3])[CH3:2])=[CH:5][CH:6]=4)[C:25]=2[CH2:26]3)(=[O:21])=[O:20])=[CH:17][CH:18]=1. (6) Given the reactants [Br:1][C:2]1[CH:7]=[CH:6][C:5]([NH:8]N)=[CH:4][CH:3]=1.[CH:10](=O)[CH:11]([CH3:13])[CH3:12].[BH-](OC(C)=O)(OC(C)=O)OC(C)=O.[Na+], predict the reaction product. The product is: [Br:1][C:2]1[CH:7]=[C:6]2[C:5](=[CH:4][CH:3]=1)[NH:8][CH2:10][C:11]2([CH3:13])[CH3:12].